From a dataset of Reaction yield outcomes from USPTO patents with 853,638 reactions. Predict the reaction yield, written as a fraction of the theoretical maximum amount of product (1.0 means a 100% yield; for example, 0.34 means a 34% yield). (1) The reactants are [CH3:1][O:2]C1C=C2C(C(C(F)(F)F)OC2)=CC=1C=O.[CH3:18][O:19][C:20]1[CH:21]=[C:22]2[C:27](=[CH:28][CH:29]=1)[C:26]([CH3:34])([C:30]([F:33])([F:32])[F:31])[O:25][CH2:24][CH2:23]2. No catalyst specified. The product is [CH3:18][O:19][C:20]1[CH:21]=[C:22]2[C:27](=[CH:28][C:29]=1[CH:1]=[O:2])[C:26]([CH3:34])([C:30]([F:33])([F:31])[F:32])[O:25][CH2:24][CH2:23]2. The yield is 0.483. (2) The reactants are [F:1][C:2]([F:30])([F:29])[CH:3]([N:7]1[CH:11]=[C:10]([C:12]2[C:13]3[CH:20]=[CH:19][N:18]([CH2:21][O:22][CH2:23][CH2:24][Si:25]([CH3:28])([CH3:27])[CH3:26])[C:14]=3[N:15]=[CH:16][N:17]=2)[CH:9]=[N:8]1)[CH2:4][C:5]#N.[H-].C([Al+]CC(C)C)C(C)C.C[OH:42].Cl. The catalyst is C(Cl)Cl.O. The product is [F:1][C:2]([F:29])([F:30])[CH:3]([N:7]1[CH:11]=[C:10]([C:12]2[C:13]3[CH:20]=[CH:19][N:18]([CH2:21][O:22][CH2:23][CH2:24][Si:25]([CH3:26])([CH3:27])[CH3:28])[C:14]=3[N:15]=[CH:16][N:17]=2)[CH:9]=[N:8]1)[CH2:4][CH:5]=[O:42]. The yield is 0.470.